Dataset: Full USPTO retrosynthesis dataset with 1.9M reactions from patents (1976-2016). Task: Predict the reactants needed to synthesize the given product. Given the product [ClH:31].[N:19]1([C:15]2[N:16]=[C:10]3[CH:9]=[C:8]([NH2:7])[CH:13]=[CH:12][N:11]3[N:14]=2)[CH2:23][CH2:22][CH2:21][CH2:20]1, predict the reactants needed to synthesize it. The reactants are: C(OC(=O)[NH:7][C:8]1[CH:13]=[CH:12][N:11]2[N:14]=[C:15](Br)[N:16]=[C:10]2[CH:9]=1)(C)(C)C.[NH:19]1[CH2:23][CH2:22][CH2:21][CH2:20]1.C(OCC)(=O)C.O.[ClH:31].C(OCC)(=O)C.